From a dataset of Reaction yield outcomes from USPTO patents with 853,638 reactions. Predict the reaction yield, written as a fraction of the theoretical maximum amount of product (1.0 means a 100% yield; for example, 0.34 means a 34% yield). (1) The reactants are [Cl:1][C:2]1[CH2:6][C:5]([CH3:8])([CH3:7])[CH2:4][C:3]=1[CH:9]=O.[CH2:11]([O:13][C:14]([CH:16]=P(C1C=CC=CC=1)(C1C=CC=CC=1)C1C=CC=CC=1)=[O:15])[CH3:12]. The catalyst is C1C=CC=CC=1. The product is [Cl:1][C:2]1[CH2:6][C:5]([CH3:7])([CH3:8])[CH2:4][C:3]=1/[CH:9]=[CH:16]/[C:14]([O:13][CH2:11][CH3:12])=[O:15]. The yield is 0.370. (2) The product is [Cl:1][C:2]1[CH:7]=[C:6]([Cl:8])[CH:5]=[CH:4][C:3]=1[C:9]1[N:10]=[C:11](/[CH:16]=[CH:17]/[C:18]2[CH:23]=[CH:22][C:21]([C:24]3[CH:25]=[CH:26][C:27]([O:30][CH2:32][CH2:33][CH2:34][CH2:35][CH2:36][CH2:37][C:38]([OH:40])=[O:39])=[CH:28][CH:29]=3)=[CH:20][CH:19]=2)[N:12]([CH2:14][CH3:15])[CH:13]=1. No catalyst specified. The yield is 0.0150. The reactants are [Cl:1][C:2]1[CH:7]=[C:6]([Cl:8])[CH:5]=[CH:4][C:3]=1[C:9]1[N:10]=[C:11](/[CH:16]=[CH:17]/[C:18]2[CH:23]=[CH:22][C:21]([C:24]3[CH:29]=[CH:28][C:27]([OH:30])=[CH:26][CH:25]=3)=[CH:20][CH:19]=2)[N:12]([CH2:14][CH3:15])[CH:13]=1.Br[CH2:32][CH2:33][CH2:34][CH2:35][CH2:36][CH2:37][C:38]([O:40]CC)=[O:39]. (3) The yield is 0.880. The product is [I:11][C:10]1[C:9]([CH3:12])=[CH:8][CH:7]=[C:3]2[C:2]=1[N:1]=[CH:13][NH:15][C:4]2=[O:5]. The reactants are [NH2:1][C:2]1[C:10]([I:11])=[C:9]([CH3:12])[CH:8]=[CH:7][C:3]=1[C:4](O)=[O:5].[CH:13]([NH2:15])=O. The catalyst is CN1C(=O)CCC1. (4) The reactants are [NH2:1][C:2]1[S:3][C:4]([C:23]2[CH:28]=[CH:27][N:26]=[C:25](Cl)[N:24]=2)=[C:5]([C:7]2[CH:8]=[C:9]([N:13]([CH3:22])[C:14]([CH:16]3[CH2:21][CH2:20][CH2:19][CH2:18][CH2:17]3)=[O:15])[CH:10]=[CH:11][CH:12]=2)[N:6]=1.NC1SC(C2NC(=O)N=CC=2)=C(C2C=C(N(C)C(C3CCCCC3)=O)C=CC=2)N=1.[CH3:59][N:60]([CH3:73])[CH2:61][CH2:62][CH2:63][NH:64][C:65]1[CH:70]=[CH:69][C:68]([NH2:71])=[CH:67][C:66]=1[F:72].[OH-].[Na+]. The catalyst is Cl.O.CC(N(C)C)=O.CC(O)C. The product is [NH2:1][C:2]1[S:3][C:4]([C:23]2[CH:28]=[CH:27][N:26]=[C:25]([NH:71][C:68]3[CH:69]=[CH:70][C:65]([NH:64][CH2:63][CH2:62][CH2:61][N:60]([CH3:73])[CH3:59])=[C:66]([F:72])[CH:67]=3)[N:24]=2)=[C:5]([C:7]2[CH:8]=[C:9]([N:13]([CH3:22])[C:14]([CH:16]3[CH2:21][CH2:20][CH2:19][CH2:18][CH2:17]3)=[O:15])[CH:10]=[CH:11][CH:12]=2)[N:6]=1. The yield is 0.150. (5) The reactants are [CH:1]#[C:2][CH:3]([OH:9])[CH2:4][CH2:5][CH2:6][CH2:7][CH3:8].[H-].[Na+].[CH:12]1[CH:17]=[CH:16][C:15]([CH2:18]Br)=[CH:14][CH:13]=1. The catalyst is C1COCC1. The product is [CH2:4]([CH:3]([O:9][CH2:18][C:15]1[CH:16]=[CH:17][CH:12]=[CH:13][CH:14]=1)[C:2]#[CH:1])[CH2:5][CH2:6][CH2:7][CH3:8]. The yield is 0.999. (6) The reactants are [Cl:1][C:2]1[CH:3]=[C:4]([CH:19]2[CH2:23][C:22]3([CH2:28][CH2:27][N:26]([C:29]([O:31][C:32]([CH3:35])([CH3:34])[CH3:33])=[O:30])[CH2:25][CH2:24]3)[O:21][CH2:20]2)[CH:5]=[CH:6][C:7]=1[O:8][Si](C(C)C)(C(C)C)C(C)C.[F-].C([N+](CCCC)(CCCC)CCCC)CCC. The catalyst is O1CCCC1. The product is [Cl:1][C:2]1[CH:3]=[C:4]([CH:19]2[CH2:23][C:22]3([CH2:24][CH2:25][N:26]([C:29]([O:31][C:32]([CH3:35])([CH3:34])[CH3:33])=[O:30])[CH2:27][CH2:28]3)[O:21][CH2:20]2)[CH:5]=[CH:6][C:7]=1[OH:8]. The yield is 0.200. (7) The reactants are [CH:1](/[C:9]1[NH:13][C:12]2[CH:14]=[CH:15][CH:16]=[CH:17][C:11]=2[N:10]=1)=[CH:2]\[C:3]1[CH:8]=[CH:7][CH:6]=[CH:5][CH:4]=1.[H-].[Na+].Cl[C:21]1[C:26]([C:27]([F:30])([F:29])[F:28])=[CH:25][CH:24]=[CH:23][N:22]=1. The catalyst is CC(N(C)C)=O.[Cu]. The product is [CH:1](/[C:9]1[N:10]([C:21]2[C:26]([C:27]([F:30])([F:29])[F:28])=[CH:25][CH:24]=[CH:23][N:22]=2)[C:11]2[CH:17]=[CH:16][CH:15]=[CH:14][C:12]=2[N:13]=1)=[CH:2]\[C:3]1[CH:4]=[CH:5][CH:6]=[CH:7][CH:8]=1. The yield is 0.0500.